The task is: Predict the reactants needed to synthesize the given product.. This data is from Retrosynthesis with 50K atom-mapped reactions and 10 reaction types from USPTO. (1) Given the product C=C(C)[C@@H]1CC[C@]2(NCCN3CCN(C(=O)C(=O)N(C)C)CC3)CC[C@]3(C)[C@H](CC[C@@H]4[C@@]5(C)CC=C(c6ccc(C(=O)OC)cc6)C(C)(C)[C@@H]5CC[C@]43C)[C@@H]12, predict the reactants needed to synthesize it. The reactants are: C=C(C)[C@@H]1CC[C@]2(NCCN3CCNCC3)CC[C@]3(C)[C@H](CC[C@@H]4[C@@]5(C)CC=C(c6ccc(C(=O)OC)cc6)C(C)(C)[C@@H]5CC[C@]43C)[C@@H]12.CN(C)C(=O)C(=O)O. (2) Given the product COc1ccc(S(=O)(=O)N2c3cc(F)ccc3-c3ccccc3C2C)c(OC)c1, predict the reactants needed to synthesize it. The reactants are: COc1ccc(S(=O)(=O)NC(C)c2ccccc2-c2ccc(F)cc2F)c(OC)c1. (3) Given the product OCCCN(Cc1cccc(C(F)(F)F)c1Cl)CC(c1ccccc1)c1ccccc1, predict the reactants needed to synthesize it. The reactants are: FC(F)(F)c1cccc(CNCC(c2ccccc2)c2ccccc2)c1Cl.OCCCBr.